From a dataset of Peptide-MHC class II binding affinity with 134,281 pairs from IEDB. Regression. Given a peptide amino acid sequence and an MHC pseudo amino acid sequence, predict their binding affinity value. This is MHC class II binding data. (1) The peptide sequence is YKRGSGKDSHHPARTA. The MHC is HLA-DPA10103-DPB10401 with pseudo-sequence HLA-DPA10103-DPB10401. The binding affinity (normalized) is 0.150. (2) The MHC is H-2-IAb with pseudo-sequence H-2-IAb. The peptide sequence is STVLGFAALAAAAAF. The binding affinity (normalized) is 0.610. (3) The peptide sequence is LETVAIDRPAEARKV. The MHC is DRB1_0901 with pseudo-sequence DRB1_0901. The binding affinity (normalized) is 0.188. (4) The peptide sequence is LWQLNGRLEYCLKDR. The binding affinity (normalized) is 0.359. The MHC is DRB1_0405 with pseudo-sequence DRB1_0405. (5) The peptide sequence is HPQQFIYAGSLSALL. The MHC is HLA-DPA10201-DPB10101 with pseudo-sequence HLA-DPA10201-DPB10101. The binding affinity (normalized) is 0.437. (6) The peptide sequence is ADVILPIGTRSVETD. The MHC is DRB1_0301 with pseudo-sequence DRB1_0301. The binding affinity (normalized) is 0.357.